This data is from Catalyst prediction with 721,799 reactions and 888 catalyst types from USPTO. The task is: Predict which catalyst facilitates the given reaction. (1) Reactant: [F:1][CH2:2][CH:3]([NH:28]S(C(C)(C)C)=O)[C:4]1[CH:9]=[CH:8][C:7]([C:10]2[C:19]([C:20]3[CH:25]=[CH:24][CH:23]=[CH:22][CH:21]=3)=[CH:18][C:17]3[C:12](=[CH:13][CH:14]=[N:15][C:16]=3[O:26]C)[N:11]=2)=[CH:6][CH:5]=1. Product: [NH2:28][CH:3]([C:4]1[CH:5]=[CH:6][C:7]([C:10]2[C:19]([C:20]3[CH:25]=[CH:24][CH:23]=[CH:22][CH:21]=3)=[CH:18][C:17]3[C:16](=[O:26])[NH:15][CH:14]=[CH:13][C:12]=3[N:11]=2)=[CH:8][CH:9]=1)[CH2:2][F:1]. The catalyst class is: 5. (2) Reactant: C[O:2][C:3](=[O:31])[CH:4]([C:6]1[CH:11]=[CH:10][C:9]([C:12]#[C:13][C:14]2[CH:15]=[C:16]([CH:28]3[CH2:30][CH2:29]3)[C:17]3[O:24][C:21]4([CH2:23][CH2:22]4)[CH2:20][C:19]([CH3:26])([CH3:25])[C:18]=3[CH:27]=2)=[CH:8][CH:7]=1)[CH3:5].[OH-].[Na+]. Product: [CH:28]1([C:16]2[C:17]3[O:24][C:21]4([CH2:23][CH2:22]4)[CH2:20][C:19]([CH3:25])([CH3:26])[C:18]=3[CH:27]=[C:14]([C:13]#[C:12][C:9]3[CH:8]=[CH:7][C:6]([CH:4]([CH3:5])[C:3]([OH:31])=[O:2])=[CH:11][CH:10]=3)[CH:15]=2)[CH2:29][CH2:30]1. The catalyst class is: 5.